Dataset: Peptide-MHC class I binding affinity with 185,985 pairs from IEDB/IMGT. Task: Regression. Given a peptide amino acid sequence and an MHC pseudo amino acid sequence, predict their binding affinity value. This is MHC class I binding data. The peptide sequence is SHDVLTVQF. The MHC is HLA-A29:02 with pseudo-sequence HLA-A29:02. The binding affinity (normalized) is 0.0847.